Dataset: Forward reaction prediction with 1.9M reactions from USPTO patents (1976-2016). Task: Predict the product of the given reaction. (1) Given the reactants I[CH2:2][I:3].[CH2:4]([O:6][C:7]([C:9]1[N:10]([CH3:17])[CH:11]=[C:12](C#N)[C:13]=1[NH2:14])=[O:8])[CH3:5].C(ON=O)CC(C)C, predict the reaction product. The product is: [CH2:4]([O:6][C:7]([C:9]1[N:10]([CH3:17])[CH:11]=[C:12]([C:13]#[N:14])[C:2]=1[I:3])=[O:8])[CH3:5]. (2) Given the reactants [NH2:1][C:2]1[CH:7]=[C:6]([Cl:8])[CH:5]=[CH:4][C:3]=1[SH:9].[Cl:10][CH2:11][C:12](OCC)(OCC)OCC, predict the reaction product. The product is: [Cl:8][C:6]1[CH:5]=[CH:4][C:3]2[S:9][C:12]([CH2:11][Cl:10])=[N:1][C:2]=2[CH:7]=1. (3) The product is: [Cl:1][C:2]1[C:10]2[N:9]=[C:8]3[N:11]([C:15]4[CH:20]=[CH:19][C:18]([Cl:21])=[CH:17][C:16]=4[Cl:22])[CH2:12][CH2:13][CH2:14][N:7]3[C:6]=2[C:5]([CH:23]([NH:26][CH2:27][CH3:28])[CH2:24][CH3:25])=[CH:4][CH:3]=1. Given the reactants [Cl:1][C:2]1[C:10]2[N:9]=[C:8]3[N:11]([C:15]4[CH:20]=[CH:19][C:18]([Cl:21])=[CH:17][C:16]=4[Cl:22])[CH2:12][CH2:13][CH2:14][N:7]3[C:6]=2[C:5]([CH:23]([N:26](CC)[C:27](=O)[C:28](F)(F)F)[CH2:24][CH3:25])=[CH:4][CH:3]=1.[BH4-].[Na+].O, predict the reaction product. (4) Given the reactants [C:1]([O:5][CH2:6][CH3:7])(=[O:4])[CH:2]=[O:3].[H-].[Na+].[CH3:10][O:11][C:12](=[O:23])[C:13]1[CH:18]=[C:17]([N+:19]([O-:21])=[O:20])[C:16](Cl)=[N:15][CH:14]=1, predict the reaction product. The product is: [CH3:10][O:11][C:12](=[O:23])[C:13]1[CH:18]=[C:17]([N+:19]([O-:21])=[O:20])[C:16]([O:3][CH2:2][C:1]([O:5][CH2:6][CH3:7])=[O:4])=[N:15][CH:14]=1. (5) Given the reactants ClC1[CH:10]=[C:9]([NH:11][C:12]2C=CC(C(N3CCOCC3)=O)=C[CH:13]=2)[C:5](C(O)=O)=CN=1.[NH4+].[OH-].O1[CH2:33][CH2:32]OCC1.[CH3:34]N(C=O)C, predict the reaction product. The product is: [CH3:13][CH2:12][N:11]([CH:32]([CH3:33])[CH3:34])[CH:9]([CH3:10])[CH3:5]. (6) Given the reactants [C:1](Cl)(Cl)=[O:2].[Cl:5][C:6]1[CH:11]=[CH:10][C:9]([CH:12]2[CH:16]([C:17]3[CH:22]=[CH:21][C:20]([Cl:23])=[CH:19][CH:18]=3)[NH:15][C:14]([C:24]3[CH:29]=[CH:28][C:27]([N:30]([CH3:32])[CH3:31])=[CH:26][C:25]=3[O:33][CH2:34][CH3:35])=[N:13]2)=[CH:8][CH:7]=1.C(N(CC)CC)C.[NH:43]1[CH2:48][CH2:47][NH:46][CH2:45][CH2:44]1, predict the reaction product. The product is: [Cl:5][C:6]1[CH:7]=[CH:8][C:9]([CH:12]2[CH:16]([C:17]3[CH:18]=[CH:19][C:20]([Cl:23])=[CH:21][CH:22]=3)[N:15]([C:1]([N:43]3[CH2:48][CH2:47][NH:46][CH2:45][CH2:44]3)=[O:2])[C:14]([C:24]3[CH:29]=[CH:28][C:27]([N:30]([CH3:31])[CH3:32])=[CH:26][C:25]=3[O:33][CH2:34][CH3:35])=[N:13]2)=[CH:10][CH:11]=1. (7) Given the reactants FC(F)(F)C1C=C(NC(=O)NC2C=CC(C3SC(CCC(OC)=O)=NC=3)=CC=2)C=CC=1.[NH2:32][C:33]1[CH:38]=[CH:37][C:36]([C:39]2[S:43][C:42]([C:44]([NH:47][S:48]([C:51]([F:54])([F:53])[F:52])(=[O:50])=[O:49])([CH3:46])[CH3:45])=[N:41][CH:40]=2)=[CH:35][CH:34]=1.[F:55][C:56]1[CH:57]=[C:58]([N:63]=[C:64]=[O:65])[CH:59]=[C:60]([F:62])[CH:61]=1, predict the reaction product. The product is: [F:55][C:56]1[CH:57]=[C:58]([NH:63][C:64](=[O:65])[NH:32][C:33]2[CH:34]=[CH:35][C:36]([C:39]3[S:43][C:42]([C:44]([NH:47][S:48]([C:51]([F:52])([F:53])[F:54])(=[O:50])=[O:49])([CH3:45])[CH3:46])=[N:41][CH:40]=3)=[CH:37][CH:38]=2)[CH:59]=[C:60]([F:62])[CH:61]=1. (8) Given the reactants [OH:1][C:2]1[CH:11]=[CH:10][C:5]2[C:6](=[O:9])[CH2:7][O:8][C:4]=2[C:3]=1[CH2:12][N:13]1[CH2:18][CH2:17][N:16]([C:19]([O:21][C:22]([CH3:25])([CH3:24])[CH3:23])=[O:20])[CH2:15][CH2:14]1.CO.[C:28]1(P(C2C=CC=CC=2)C2C=CC=CC=2)C=CC=CC=1.N(C(OCC)=O)=NC(OCC)=O, predict the reaction product. The product is: [CH3:28][O:1][C:2]1[CH:11]=[CH:10][C:5]2[C:6](=[O:9])[CH2:7][O:8][C:4]=2[C:3]=1[CH2:12][N:13]1[CH2:14][CH2:15][N:16]([C:19]([O:21][C:22]([CH3:25])([CH3:24])[CH3:23])=[O:20])[CH2:17][CH2:18]1. (9) Given the reactants [CH2:1]([C:5]1[CH:10]=[CH:9][C:8]([C@@H:11]([CH3:15])[C:12]([OH:14])=[O:13])=[CH:7][CH:6]=1)[CH:2]([CH3:4])[CH3:3].[CH3:16][N:17]([CH3:31])[CH2:18][CH:19]([CH3:30])[CH:20]([C:23]1[CH:24]=[C:25]([OH:29])[CH:26]=[CH:27][CH:28]=1)[CH2:21][CH3:22], predict the reaction product. The product is: [CH2:1]([C:5]1[CH:6]=[CH:7][C:8]([C@@H:11]([CH3:15])[C:12]([O-:14])=[O:13])=[CH:9][CH:10]=1)[CH:2]([CH3:4])[CH3:3].[OH:29][C:25]1[CH:24]=[C:23]([CH:20]([CH2:21][CH3:22])[C@@H:19]([CH3:30])[CH2:18][NH+:17]([CH3:31])[CH3:16])[CH:28]=[CH:27][CH:26]=1.